The task is: Predict the product of the given reaction.. This data is from Forward reaction prediction with 1.9M reactions from USPTO patents (1976-2016). (1) Given the reactants [CH3:1][C:2]1[C:8]([CH3:9])=[CH:7][CH:6]=[C:5]([N+:10]([O-])=O)[C:3]=1[NH2:4].C(O)C.[OH-].[Na+], predict the reaction product. The product is: [CH3:1][C:2]1[C:3]([NH2:4])=[C:5]([NH2:10])[CH:6]=[CH:7][C:8]=1[CH3:9]. (2) Given the reactants BrCC([C:5]1[CH:10]=[CH:9][CH:8]=[CH:7][N:6]=1)=O.[NH2:11][C:12]([NH2:14])=[S:13].[CH2:15](O)[CH3:16], predict the reaction product. The product is: [N:6]1[CH:5]=[CH:10][CH:9]=[C:8]([C:15]2[N:11]=[C:12]([NH2:14])[S:13][CH:16]=2)[CH:7]=1. (3) The product is: [C:27]([O:26][C:24]([N:21]1[CH2:22][CH2:23][CH:18]([CH2:17][CH2:16][CH2:15][N:10]2[C:11]3[C:7](=[CH:6][C:5]([CH2:3][OH:2])=[C:13]([Cl:14])[CH:12]=3)[CH:8]=[CH:9]2)[CH2:19][CH2:20]1)=[O:25])([CH3:30])([CH3:28])[CH3:29]. Given the reactants C[O:2][C:3]([C:5]1[CH:6]=[C:7]2[C:11](=[CH:12][C:13]=1[Cl:14])[N:10]([CH2:15][CH2:16][CH2:17][CH:18]1[CH2:23][CH2:22][N:21]([C:24]([O:26][C:27]([CH3:30])([CH3:29])[CH3:28])=[O:25])[CH2:20][CH2:19]1)[CH:9]=[CH:8]2)=O.[H-].C([Al+]CC(C)C)C(C)C.C([O-])(O)=O.[Na+].C(C(C(C([O-])=O)O)O)([O-])=O.[K+].[Na+], predict the reaction product. (4) Given the reactants I[CH:2]1[CH2:5][N:4]([C:6]([O:8][C:9]([CH3:12])([CH3:11])[CH3:10])=[O:7])[CH2:3]1.Br[C:14]1[C:15]2[C:19]([CH:20]=[CH:21][CH:22]=1)=[N:18][N:17]([C:23]([C:36]1[CH:41]=[CH:40][CH:39]=[CH:38][CH:37]=1)([C:30]1[CH:35]=[CH:34][CH:33]=[CH:32][CH:31]=1)[C:24]1[CH:29]=[CH:28][CH:27]=[CH:26][CH:25]=1)[CH:16]=2, predict the reaction product. The product is: [C:23]([N:17]1[CH:16]=[C:15]2[C:19]([CH:20]=[CH:21][CH:22]=[C:14]2[CH:2]2[CH2:5][N:4]([C:6]([O:8][C:9]([CH3:12])([CH3:11])[CH3:10])=[O:7])[CH2:3]2)=[N:18]1)([C:24]1[CH:29]=[CH:28][CH:27]=[CH:26][CH:25]=1)([C:36]1[CH:37]=[CH:38][CH:39]=[CH:40][CH:41]=1)[C:30]1[CH:31]=[CH:32][CH:33]=[CH:34][CH:35]=1. (5) Given the reactants [O:1]1[C:6]2[CH:7]=[CH:8][C:9]([C:11]3[CH:15]=[CH:14][NH:13][N:12]=3)=[CH:10][C:5]=2[CH2:4][CH2:3][CH2:2]1.CN[C@@H]1CCCC[C@H]1NC.C(=O)([O-])[O-].[K+].[K+].Br[C:33]1[CH:34]=[CH:35][C:36]([Cl:45])=[C:37]([CH2:39][NH:40][C:41](=[O:44])[O:42][CH3:43])[CH:38]=1, predict the reaction product. The product is: [Cl:45][C:36]1[CH:35]=[CH:34][C:33]([N:13]2[CH:14]=[CH:15][C:11]([C:9]3[CH:8]=[CH:7][C:6]4[O:1][CH2:2][CH2:3][CH2:4][C:5]=4[CH:10]=3)=[N:12]2)=[CH:38][C:37]=1[CH2:39][NH:40][C:41](=[O:44])[O:42][CH3:43]. (6) Given the reactants [Cl:1][C:2]1[CH:3]=[N:4][C:5]2[N:6]([N:8]=[C:9]([C:11]([OH:13])=O)[CH:10]=2)[CH:7]=1.[CH3:14][N:15]1[C:20]2=[N:21][CH:22]=[CH:23][N:19]2[CH2:18][CH2:17][NH:16]1, predict the reaction product. The product is: [Cl:1][C:2]1[CH:3]=[N:4][C:5]2[N:6]([N:8]=[C:9]([C:11]([N:16]3[CH2:17][CH2:18][N:19]4[CH:23]=[CH:22][N:21]=[C:20]4[N:15]3[CH3:14])=[O:13])[CH:10]=2)[CH:7]=1. (7) Given the reactants [CH3:1][O:2][C:3]1[CH:8]=[C:7]([O:9][CH3:10])[CH:6]=[CH:5][C:4]=1[C:11]#[C:12][CH2:13][CH2:14][OH:15], predict the reaction product. The product is: [CH3:1][O:2][C:3]1[CH:8]=[C:7]([O:9][CH3:10])[CH:6]=[CH:5][C:4]=1[CH2:11][CH2:12][CH2:13][CH2:14][OH:15].